From a dataset of Reaction yield outcomes from USPTO patents with 853,638 reactions. Predict the reaction yield, written as a fraction of the theoretical maximum amount of product (1.0 means a 100% yield; for example, 0.34 means a 34% yield). (1) The reactants are [CH:1]1([Mg]Br)[CH2:3][CH2:2]1.Br[C:7]1[C:16]2[C:11](=[CH:12][CH:13]=[CH:14][CH:15]=2)[CH:10]=[CH:9][CH:8]=1. The catalyst is O1CCCC1.Cl[Ni]1(Cl)[P](C2C=CC=CC=2)(C2C=CC=CC=2)CCC[P]1(C1C=CC=CC=1)C1C=CC=CC=1. The product is [CH:1]1([C:15]2[C:16]3[C:11](=[CH:10][CH:9]=[CH:8][CH:7]=3)[CH:12]=[CH:13][CH:14]=2)[CH2:3][CH2:2]1. The yield is 0.760. (2) The reactants are [Cl:1][C:2]1[CH:7]=[CH:6][C:5]([C@H:8]([N:10]2[C:14]3[CH:15]=[C:16]([N:19]4[CH2:24][CH2:23][NH:22][C@H:21]([CH3:25])[CH2:20]4)[CH:17]=[CH:18][C:13]=3[N:12]=[CH:11]2)[CH3:9])=[C:4]([F:26])[CH:3]=1.C(OC([N:34]1[CH2:38][CH2:37][CH2:36][C@@H:35]1[C:39](O)=[O:40])=O)(C)(C)C.CN(C(ON1N=NC2C=CC=NC1=2)=[N+](C)C)C.F[P-](F)(F)(F)(F)F.CCN(CC)CC. The catalyst is ClCCl.C(OCC)(=O)C. The product is [Cl:1][C:2]1[CH:7]=[CH:6][C:5]([C@H:8]([N:10]2[C:14]3[CH:15]=[C:16]([N:19]4[CH2:24][CH2:23][N:22]([C:39]([C@H:35]5[CH2:36][CH2:37][CH2:38][NH:34]5)=[O:40])[C@H:21]([CH3:25])[CH2:20]4)[CH:17]=[CH:18][C:13]=3[N:12]=[CH:11]2)[CH3:9])=[C:4]([F:26])[CH:3]=1. The yield is 0.280. (3) The reactants are [F:1][C:2]1[C:3]([O:12][CH3:13])=[CH:4][C:5]([N+:9]([O-:11])=[O:10])=[C:6]([CH:8]=1)N.N([O-])=O.[Na+].[BrH:18]. The catalyst is O.O1CCOCC1.[Cu]Br. The product is [Br:18][C:6]1[CH:8]=[C:2]([F:1])[C:3]([O:12][CH3:13])=[CH:4][C:5]=1[N+:9]([O-:11])=[O:10]. The yield is 0.910. (4) The reactants are [F:1][C:2]1[C:3]([NH:12][C:13]2[CH:18]=[CH:17][C:16]([I:19])=[CH:15][C:14]=2[F:20])=[C:4]([CH:8]=[CH:9][C:10]=1[F:11])[C:5]([OH:7])=O.[NH2:21][C:22]1[N:27]=[C:26]([C:28]2([OH:32])[CH2:31][NH:30][CH2:29]2)[CH:25]=[CH:24][N:23]=1.F[P-](F)(F)(F)(F)F.N1(O[P+](N2CCCC2)(N2CCCC2)N2CCCC2)C2C=CC=CC=2N=N1.C(N(CC)C(C)C)(C)C. The catalyst is CN(C)C=O. The product is [NH2:21][C:22]1[N:27]=[C:26]([C:28]2([OH:32])[CH2:31][N:30]([C:5]([C:4]3[CH:8]=[CH:9][C:10]([F:11])=[C:2]([F:1])[C:3]=3[NH:12][C:13]3[CH:18]=[CH:17][C:16]([I:19])=[CH:15][C:14]=3[F:20])=[O:7])[CH2:29]2)[CH:25]=[CH:24][N:23]=1. The yield is 0.0700. (5) The catalyst is [Fe].C(O)(=O)C. The reactants are [Cl:1][C:2]1[CH:10]=[C:9]([Cl:11])[C:5]([C:6]([OH:8])=[O:7])=[C:4]([N+:12]([O-])=O)[C:3]=1[OH:15]. The yield is 0.940. The product is [NH2:12][C:4]1[C:3]([OH:15])=[C:2]([Cl:1])[CH:10]=[C:9]([Cl:11])[C:5]=1[C:6]([OH:8])=[O:7]. (6) The reactants are [F-].C([N+](CCCC)(CCCC)CCCC)CCC.[OH:19][C:20]1([C:33]#[C:34][CH2:35][O:36][Si](C)(C)C)[CH2:25][CH2:24][N:23]([C:26]([O:28][C:29]([CH3:32])([CH3:31])[CH3:30])=[O:27])[CH2:22][CH2:21]1. The catalyst is O1CCCC1. The product is [OH:19][C:20]1([C:33]#[C:34][CH2:35][OH:36])[CH2:25][CH2:24][N:23]([C:26]([O:28][C:29]([CH3:30])([CH3:31])[CH3:32])=[O:27])[CH2:22][CH2:21]1. The yield is 0.880.